Dataset: Catalyst prediction with 721,799 reactions and 888 catalyst types from USPTO. Task: Predict which catalyst facilitates the given reaction. (1) Reactant: [NH2:1][C@H:2]1[CH2:6][CH2:5][N:4]([C:7]([O:9][C:10]([CH3:13])([CH3:12])[CH3:11])=[O:8])[CH2:3]1.[O:14]1[CH2:19][CH2:18][C:17](=O)[CH2:16][CH2:15]1.[H][H]. Product: [O:14]1[CH2:19][CH2:18][CH:17]([NH:1][C@H:2]2[CH2:6][CH2:5][N:4]([C:7]([O:9][C:10]([CH3:13])([CH3:12])[CH3:11])=[O:8])[CH2:3]2)[CH2:16][CH2:15]1. The catalyst class is: 29. (2) Reactant: Cl[C:2]1[C:7]2[N:8]=[CH:9][C:10]3[N:11]([CH2:12][N:13]([O:15][CH3:16])[CH:14]=3)[C:6]=2[N:5]([CH2:17][CH2:18][CH3:19])[CH2:4][C:3]=1[CH3:20].[NH3:21]. Product: [NH2:21][C:2]1[C:7]2[N:8]=[CH:9][C:10]3[N:11]([CH2:12][N:13]([O:15][CH3:16])[CH:14]=3)[C:6]=2[N:5]([CH2:17][CH2:18][CH3:19])[CH2:4][C:3]=1[CH3:20]. The catalyst class is: 6. (3) Reactant: C([N:8]1[CH2:13][CH2:12][C:11]2[N:14]3[N:19]=[C:18]([C:20]4[CH:25]=[CH:24][C:23]([O:26][C:27]5[CH:32]=[CH:31][CH:30]=[CH:29][CH:28]=5)=[CH:22][CH:21]=4)[C:17]([C:33]([NH2:35])=[O:34])=[C:15]3[NH:16][C:10]=2[CH2:9]1)C1C=CC=CC=1. Product: [O:26]([C:23]1[CH:22]=[CH:21][C:20]([C:18]2[C:17]([C:33]([NH2:35])=[O:34])=[C:15]3[NH:16][C:10]4[CH2:9][NH:8][CH2:13][CH2:12][C:11]=4[N:14]3[N:19]=2)=[CH:25][CH:24]=1)[C:27]1[CH:32]=[CH:31][CH:30]=[CH:29][CH:28]=1. The catalyst class is: 19. (4) Reactant: FC(F)(F)C(O)=O.C([O:10][C:11](=[O:46])[C:12]1[CH:17]=[CH:16][C:15]([C:18]2[N:19]=[C:20]3[N:24]([CH:25]=2)[N:23]=[C:22]([C:26]2[CH:31]=[CH:30][C:29]([N:32]4[CH2:37][CH2:36][CH:35]([O:38][CH2:39][CH2:40][CH2:41][CH2:42][CH2:43][O:44][CH3:45])[CH2:34][CH2:33]4)=[CH:28][CH:27]=2)[S:21]3)=[CH:14][CH:13]=1)C.[OH-].[Na+].O.Cl. Product: [CH3:45][O:44][CH2:43][CH2:42][CH2:41][CH2:40][CH2:39][O:38][CH:35]1[CH2:34][CH2:33][N:32]([C:29]2[CH:28]=[CH:27][C:26]([C:22]3[S:21][C:20]4=[N:19][C:18]([C:15]5[CH:14]=[CH:13][C:12]([C:11]([OH:46])=[O:10])=[CH:17][CH:16]=5)=[CH:25][N:24]4[N:23]=3)=[CH:31][CH:30]=2)[CH2:37][CH2:36]1. The catalyst class is: 111. (5) Reactant: [CH3:1][C:2]1[N:6]([CH2:7][C:8]([N:10]2[CH2:15][CH2:14][CH:13]([N:16]3[CH:20]=[CH:19][C:18]([C:21]([OH:23])=O)=[N:17]3)[CH2:12][CH2:11]2)=[O:9])[N:5]=[C:4]([C:24]([F:27])([F:26])[F:25])[CH:3]=1.CN1CCOCC1.[CH3:35][NH:36][C@H:37]1[C:46]2[C:41](=[CH:42][CH:43]=[CH:44][CH:45]=2)[CH2:40][CH2:39][CH2:38]1. Product: [CH3:35][N:36]([C@H:37]1[C:46]2[C:41](=[CH:42][CH:43]=[CH:44][CH:45]=2)[CH2:40][CH2:39][CH2:38]1)[C:21]([C:18]1[CH:19]=[CH:20][N:16]([CH:13]2[CH2:12][CH2:11][N:10]([C:8](=[O:9])[CH2:7][N:6]3[C:2]([CH3:1])=[CH:3][C:4]([C:24]([F:26])([F:25])[F:27])=[N:5]3)[CH2:15][CH2:14]2)[N:17]=1)=[O:23]. The catalyst class is: 46. (6) Reactant: [CH2:1]([O:8][C:9](=[O:35])[NH:10][CH:11]([C:16]([N:18]1[CH2:22][CH2:21][CH:20]2[NH:23][CH2:24][CH:25]([O:26][C:27]3[CH:32]=[CH:31][C:30]([F:33])=[C:29]([F:34])[CH:28]=3)[CH:19]12)=[O:17])[C:12]([CH3:15])([CH3:14])[CH3:13])[C:2]1[CH:7]=[CH:6][CH:5]=[CH:4][CH:3]=1.[O:36]1[CH2:41][CH2:40][C:39](=O)[CH2:38][CH2:37]1.CC(O)=O.C(O[BH-](OC(=O)C)OC(=O)C)(=O)C.[Na+]. Product: [CH2:1]([O:8][C:9](=[O:35])[NH:10][CH:11]([C:16]([N:18]1[CH2:22][CH2:21][CH:20]2[NH:23][CH2:24][CH:25]([O:26][C:27]3[CH:32]=[CH:31][C:30]([F:33])=[C:29]([F:34])[CH:28]=3)[CH:19]12)=[O:17])[C:12]([CH3:15])([CH3:14])[CH3:13])[C:2]1[CH:7]=[CH:6][CH:5]=[CH:4][CH:3]=1.[CH2:1]([O:8][C:9](=[O:35])[NH:10][CH:11]([C:16]([N:18]1[CH2:22][CH2:21][CH:20]2[N:23]([CH:39]3[CH2:40][CH2:41][O:36][CH2:37][CH2:38]3)[CH2:24][CH:25]([O:26][C:27]3[CH:32]=[CH:31][C:30]([F:33])=[C:29]([F:34])[CH:28]=3)[CH:19]12)=[O:17])[C:12]([CH3:15])([CH3:14])[CH3:13])[C:2]1[CH:7]=[CH:6][CH:5]=[CH:4][CH:3]=1. The catalyst class is: 839. (7) Reactant: Br[CH2:2][C:3]1[CH:8]=[CH:7][CH:6]=[CH:5][C:4]=1[N+:9]([O-:11])=[O:10].[CH3:12][O-:13].[Na+]. Product: [CH3:12][O:13][CH2:2][C:3]1[CH:8]=[CH:7][CH:6]=[CH:5][C:4]=1[N+:9]([O-:11])=[O:10]. The catalyst class is: 5.